This data is from Catalyst prediction with 721,799 reactions and 888 catalyst types from USPTO. The task is: Predict which catalyst facilitates the given reaction. (1) Product: [CH3:1][NH:2][C:3]1[C:8]([NH:9][C:21]([C:20]2[CH:19]=[N:18][CH:17]=[CH:16][C:15]=2[Cl:14])=[O:22])=[CH:7][C:6]([C:10]([F:13])([F:11])[F:12])=[CH:5][N:4]=1. The catalyst class is: 803. Reactant: [CH3:1][NH:2][C:3]1[C:8]([NH2:9])=[CH:7][C:6]([C:10]([F:13])([F:12])[F:11])=[CH:5][N:4]=1.[Cl:14][C:15]1[C:20]([C:21](O)=[O:22])=[CH:19][N:18]=[CH:17][CH:16]=1.CCN=C=NCCCN(C)C.Cl.C1C=CC2N(O)N=NC=2C=1. (2) Reactant: C(NC1C=CC2[C:7](=[CH:8][C:9]([CH3:15])=[CH:10][CH:11]=2)[N:6]=1)(=O)C.C1(P(C2C=CC=CC=2)C2C=CC=CC=2)C=CC=CC=1.[C:35]([Br:39])(Br)(Br)Br.[C-]#N.[K+].[CH2:43]([Cl:45])Cl. Product: [Br:39][C:35]1[CH:11]=[CH:10][C:9]([CH2:8][C:7]#[N:6])=[CH:15][C:43]=1[Cl:45]. The catalyst class is: 689.